From a dataset of Forward reaction prediction with 1.9M reactions from USPTO patents (1976-2016). Predict the product of the given reaction. (1) Given the reactants [OH:1][C:2]1[CH:9]=[CH:8][C:5]([CH:6]=[O:7])=[CH:4][CH:3]=1.[Cl:10][C:11]1[CH:12]=[C:13]([CH:16]=[CH:17][C:18]=1F)[C:14]#[N:15].C(=O)([O-])[O-].[Cs+].[Cs+].CC(N(C)C)=O, predict the reaction product. The product is: [Cl:10][C:11]1[CH:12]=[C:13]([CH:16]=[CH:17][C:18]=1[O:1][C:2]1[CH:9]=[CH:8][C:5]([CH:6]=[O:7])=[CH:4][CH:3]=1)[C:14]#[N:15]. (2) Given the reactants C(O[C:6]([NH:8][C@@H:9]([CH2:13][CH:14]1[CH2:19][CH2:18][CH2:17][CH2:16][CH2:15]1)[C:10]([OH:12])=O)=[O:7])(C)(C)C.C(OC(NC(C(C)(C)C)C(O)=O)=O)(C)(C)C.[NH2:36][C@H:37]1[C:45]2[C:40](=[CH:41][CH:42]=[CH:43][CH:44]=2)[CH2:39][C@H:38]1[OH:46].C(OC(=O)NC(C(=O)NC1C2C(=CC=CC=2)CC1O)C(C)(C)C)(C)(C)C.ClNC(=O)[O-].C([O:80][C:81]([C:83]1([NH:88][C:89]([CH:91]2[CH2:95][CH:94]([O:96][C:97]3[C:106]4[C:101](=[CH:102][C:103]([O:107][CH3:108])=[CH:104][CH:105]=4)[N:100]=[C:99]([C:109]4[CH:114]=[CH:113][CH:112]=[CH:111][CH:110]=4)[CH:98]=3)[CH2:93][N:92]2C(=O)NC(C(=O)NC2C3C(=CC=CC=3)CC2O)C(C)(C)C)=[O:90])[CH2:85][CH:84]1[CH:86]=[CH2:87])=[O:82])C, predict the reaction product. The product is: [CH:14]1([CH2:13][C@H:9]([NH:8][C:6]([N:92]2[CH2:93][C@H:94]([O:96][C:97]3[C:106]4[C:101](=[CH:102][C:103]([O:107][CH3:108])=[CH:104][CH:105]=4)[N:100]=[C:99]([C:109]4[CH:114]=[CH:113][CH:112]=[CH:111][CH:110]=4)[CH:98]=3)[CH2:95][C@H:91]2[C:89]([NH:88][C@:83]2([C:81]([OH:82])=[O:80])[CH2:85][C@H:84]2[CH:86]=[CH2:87])=[O:90])=[O:7])[C:10](=[O:12])[NH:36][C@H:37]2[C:45]3[C:40](=[CH:41][CH:42]=[CH:43][CH:44]=3)[CH2:39][C@H:38]2[OH:46])[CH2:15][CH2:16][CH2:17][CH2:18][CH2:19]1.